Dataset: CYP1A2 inhibition data for predicting drug metabolism from PubChem BioAssay. Task: Regression/Classification. Given a drug SMILES string, predict its absorption, distribution, metabolism, or excretion properties. Task type varies by dataset: regression for continuous measurements (e.g., permeability, clearance, half-life) or binary classification for categorical outcomes (e.g., BBB penetration, CYP inhibition). Dataset: cyp1a2_veith. The result is 1 (inhibitor). The drug is COc1ccc(C(=O)NC(C)c2cc(OC)c(OC)cc2Br)cc1.